Dataset: Peptide-MHC class I binding affinity with 185,985 pairs from IEDB/IMGT. Task: Regression. Given a peptide amino acid sequence and an MHC pseudo amino acid sequence, predict their binding affinity value. This is MHC class I binding data. (1) The peptide sequence is NILPHDLIF. The MHC is HLA-B07:02 with pseudo-sequence HLA-B07:02. The binding affinity (normalized) is 0. (2) The peptide sequence is QNGALAINTF. The MHC is HLA-A24:02 with pseudo-sequence HLA-A24:02. The binding affinity (normalized) is 0.142. (3) The peptide sequence is LSPLYFTSV. The MHC is H-2-Kb with pseudo-sequence H-2-Kb. The binding affinity (normalized) is 0.699. (4) The peptide sequence is HHIWQNLL. The MHC is HLA-B45:01 with pseudo-sequence HLA-B45:01. The binding affinity (normalized) is 0. (5) The peptide sequence is TPTVAPPAP. The MHC is HLA-B07:02 with pseudo-sequence HLA-B07:02. The binding affinity (normalized) is 0. (6) The peptide sequence is KMDNGTLEF. The MHC is HLA-A32:01 with pseudo-sequence HLA-A32:01. The binding affinity (normalized) is 1.00. (7) The peptide sequence is TSIPLAYFF. The MHC is Mamu-A01 with pseudo-sequence Mamu-A01. The binding affinity (normalized) is 0.759.